Dataset: Forward reaction prediction with 1.9M reactions from USPTO patents (1976-2016). Task: Predict the product of the given reaction. (1) Given the reactants [C:1]1([C:7]2[O:15][C:14]3[CH:13]=[CH:12][N:11]([C:16]4[CH:17]=[C:18]5[C:22](=[CH:23][CH:24]=4)[N:21]([CH2:25][CH2:26][N:27]4[CH2:31][CH2:30][CH2:29][CH2:28]4)[N:20]=[CH:19]5)[C:10](=[O:32])[C:9]=3[CH:8]=2)[CH:6]=[CH:5][CH:4]=[CH:3][CH:2]=1.[ClH:33], predict the reaction product. The product is: [ClH:33].[C:1]1([C:7]2[O:15][C:14]3[CH:13]=[CH:12][N:11]([C:16]4[CH:17]=[C:18]5[C:22](=[CH:23][CH:24]=4)[N:21]([CH2:25][CH2:26][N:27]4[CH2:28][CH2:29][CH2:30][CH2:31]4)[N:20]=[CH:19]5)[C:10](=[O:32])[C:9]=3[CH:8]=2)[CH:6]=[CH:5][CH:4]=[CH:3][CH:2]=1. (2) Given the reactants [CH2:1]([O:8][C:9](=[O:22])[NH:10][C:11]([C:18](=[NH:21])[NH:19][OH:20])([CH3:17])[CH2:12][S:13]([CH3:16])(=[O:15])=[O:14])[C:2]1[CH:7]=[CH:6][CH:5]=[CH:4][CH:3]=1.[CH2:23](N(CC)CC)[CH3:24].C(Cl)(=O)C, predict the reaction product. The product is: [CH2:1]([O:8][C:9](=[O:22])[NH:10][C:11]([CH3:17])([C:18]1[N:21]=[C:23]([CH3:24])[O:20][N:19]=1)[CH2:12][S:13]([CH3:16])(=[O:15])=[O:14])[C:2]1[CH:3]=[CH:4][CH:5]=[CH:6][CH:7]=1.